Dataset: Reaction yield outcomes from USPTO patents with 853,638 reactions. Task: Predict the reaction yield, written as a fraction of the theoretical maximum amount of product (1.0 means a 100% yield; for example, 0.34 means a 34% yield). (1) The reactants are [NH2:1][C@H:2]([C:4]1[N:8]([CH:9]2[CH2:12][CH:11]([C:13]#[N:14])[CH2:10]2)[C:7]2[CH:15]=[C:16]([F:19])[CH:17]=[CH:18][C:6]=2[N:5]=1)[CH3:3].Cl[C:21]1[N:29]=[CH:28][N:27]=[C:26]2[C:22]=1[N:23]=[CH:24][N:25]2C1CCCCO1.CCN(C(C)C)C(C)C. The catalyst is CC(O)C. The product is [F:19][C:16]1[CH:17]=[CH:18][C:6]2[N:5]=[C:4]([C@@H:2]([NH:1][C:21]3[N:29]=[CH:28][N:27]=[C:26]4[C:22]=3[N:23]=[CH:24][NH:25]4)[CH3:3])[N:8]([CH:9]3[CH2:12][CH:11]([C:13]#[N:14])[CH2:10]3)[C:7]=2[CH:15]=1. The yield is 0.320. (2) The reactants are [Cl:1][C:2]1[CH:3]=[C:4]([C:9]2[CH:17]=[C:16]3[C:12]([CH2:13][C:14](=[O:18])[NH:15]3)=[CH:11][CH:10]=2)[CH:5]=[C:6]([Cl:8])[CH:7]=1.[CH2:19]([N:21]([CH2:36][CH3:37])[CH2:22][CH2:23][NH:24][C:25]([C:27]1[C:31]([CH3:32])=[C:30]([CH:33]=O)[NH:29][C:28]=1[CH3:35])=[O:26])[CH3:20]. No catalyst specified. The product is [CH2:36]([N:21]([CH2:19][CH3:20])[CH2:22][CH2:23][NH:24][C:25]([C:27]1[C:31]([CH3:32])=[C:30]([CH:33]=[C:13]2[C:12]3[C:16](=[CH:17][C:9]([C:4]4[CH:3]=[C:2]([Cl:1])[CH:7]=[C:6]([Cl:8])[CH:5]=4)=[CH:10][CH:11]=3)[NH:15][C:14]2=[O:18])[NH:29][C:28]=1[CH3:35])=[O:26])[CH3:37]. The yield is 0.440. (3) The catalyst is CO. The reactants are [C:1]([C:4]1[O:5][C:6](=O)[C:7]2[C:12]([C:13]=1[C:14]1[CH:19]=[CH:18][CH:17]=[CH:16][CH:15]=1)=[CH:11][C:10]([Br:20])=[CH:9][CH:8]=2)(=[O:3])[CH3:2].Cl.[CH3:23][O:24][C:25](=[O:34])[C:26]1[CH:31]=[CH:30][C:29]([CH2:32][NH2:33])=[CH:28][CH:27]=1.C(N(CC)CC)C. The product is [CH3:23][O:24][C:25](=[O:34])[C:26]1[CH:31]=[CH:30][C:29]([CH2:32][N:33]2[C:4]([C:1](=[O:3])[CH3:2])=[C:13]([C:14]3[CH:15]=[CH:16][CH:17]=[CH:18][CH:19]=3)[C:12]3[C:7](=[CH:8][CH:9]=[C:10]([Br:20])[CH:11]=3)[C:6]2=[O:5])=[CH:28][CH:27]=1. The yield is 0.150. (4) The reactants are C([O:9][C:10]1[C:19]2[C:14](=[N:15][CH:16]=[C:17]([I:20])[CH:18]=2)[N:13]([CH3:21])[C:12](=[O:22])[CH:11]=1)(=O)CCC(OC)=O.Cl[C:24](=[O:31])[CH2:25][CH2:26][C:27]([O:29]C)=[O:28].OC1C2C(=NC=C(I)C=2)N(C)C(=O)C=1. The catalyst is ClCCCl. The product is [OH:9][C:10]1[C:19]2[C:14](=[N:15][CH:16]=[C:17]([I:20])[CH:18]=2)[N:13]([CH3:21])[C:12](=[O:22])[C:11]=1[C:24](=[O:31])[CH2:25][CH2:26][C:27]([OH:29])=[O:28]. The yield is 0.600. (5) The reactants are [CH2:1]([C:6]([CH:11]([CH3:13])[CH3:12])([CH2:9][OH:10])[CH2:7][OH:8])[CH2:2][CH:3]([CH3:5])[CH3:4].N1C=CC=CC=1.[C:20](Cl)(=[O:27])[C:21]1[CH:26]=[CH:25][CH:24]=[CH:23][CH:22]=1.[C:29](Cl)(=[O:32])[CH2:30][CH3:31]. The catalyst is O.O1CCCC1. The product is [C:29]([O:8][CH2:7][C:6]([CH2:1][CH2:2][CH:3]([CH3:5])[CH3:4])([CH:11]([CH3:13])[CH3:12])[CH2:9][O:10][C:20](=[O:27])[C:21]1[CH:26]=[CH:25][CH:24]=[CH:23][CH:22]=1)(=[O:32])[CH2:30][CH3:31]. The yield is 0.910. (6) The catalyst is CN1C(=O)CCC1. The reactants are [Cl:1][C:2]1[CH:3]=[C:4]2[C:13](=[C:14]3[C:19]=1[CH:18]=[CH:17][CH:16]=[N:15]3)[NH:12][S:11](=[O:21])(=[O:20])[C:10]1[C:5]2=[CH:6][C:7](F)=[CH:8][CH:9]=1.[NH:23]1[CH2:28][CH2:27][CH2:26][CH2:25][CH2:24]1. The yield is 0.210. The product is [Cl:1][C:2]1[CH:3]=[C:4]2[C:13](=[C:14]3[C:19]=1[CH:18]=[CH:17][CH:16]=[N:15]3)[NH:12][S:11](=[O:21])(=[O:20])[C:10]1[C:5]2=[CH:6][C:7]([N:23]2[CH2:28][CH2:27][CH2:26][CH2:25][CH2:24]2)=[CH:8][CH:9]=1. (7) The reactants are C[O:2][C:3](=O)[C:4]1[CH:9]=[CH:8][C:7]([NH:10][CH2:11][C:12]2[C:13]([C:18]3[CH:23]=[CH:22][CH:21]=[C:20]([F:24])[CH:19]=3)=[N:14][O:15][C:16]=2[CH3:17])=[N:6][CH:5]=1.[CH:26]1([NH2:29])[CH2:28][CH2:27]1. No catalyst specified. The product is [CH:26]1([NH:29][C:3](=[O:2])[C:4]2[CH:9]=[CH:8][C:7]([NH:10][CH2:11][C:12]3[C:13]([C:18]4[CH:23]=[CH:22][CH:21]=[C:20]([F:24])[CH:19]=4)=[N:14][O:15][C:16]=3[CH3:17])=[N:6][CH:5]=2)[CH2:28][CH2:27]1. The yield is 0.840.